From a dataset of Retrosynthesis with 50K atom-mapped reactions and 10 reaction types from USPTO. Predict the reactants needed to synthesize the given product. (1) Given the product CC(/C=C/c1c(C)sc(C)c1C)=C(F)\C=C\C(C)=C\C(=O)O, predict the reactants needed to synthesize it. The reactants are: COC(=O)/C=C(C)/C=C/C(F)=C(C)/C=C/c1c(C)sc(C)c1C. (2) Given the product CC(C)(CC(=O)O[C@H]1CC[C@@]2(C)[C@@H](CC[C@]3(C)[C@@H]2CC[C@@H]2[C@H]4[C@H](C5(C)CO5)CC[C@]4(C(=O)N[C@@H]4C[C@H](C(=O)N5CCCCC5)C4(C)C)CC[C@]23C)C1(C)C)C(=O)O, predict the reactants needed to synthesize it. The reactants are: C=C(C)[C@@H]1CC[C@]2(C(=O)N[C@@H]3C[C@H](C(=O)N4CCCCC4)C3(C)C)CC[C@]3(C)[C@H](CC[C@@H]4[C@@]5(C)CC[C@H](OC(=O)CC(C)(C)C(=O)O)C(C)(C)[C@@H]5CC[C@]43C)[C@@H]12.O=C(OO)c1cccc(Cl)c1. (3) Given the product CCNc1ccc2c(c1)CNC2, predict the reactants needed to synthesize it. The reactants are: CCNc1ccc2c(c1)CN(Cc1ccccc1)C2. (4) Given the product OCCOc1cncc(Cl)c1, predict the reactants needed to synthesize it. The reactants are: Clc1cncc(Cl)c1.OCCO. (5) Given the product O=S(=O)(Nc1nccnc1-c1ccc(Cn2ccc3ccccc32)cc1)c1ccccc1Cl, predict the reactants needed to synthesize it. The reactants are: O=S(=O)(Nc1nccnc1-c1ccc(CCl)cc1)c1ccccc1Cl.c1ccc2[nH]ccc2c1. (6) Given the product COc1ccc(Cc2nc3cccc(CCCO)c3o2)cc1OC, predict the reactants needed to synthesize it. The reactants are: COc1ccc(Cc2nc3cc(Cl)cc(CCCO)c3o2)cc1OC. (7) Given the product Cc1nc(NC(C)(C)CO)ccc1[N+](=O)[O-], predict the reactants needed to synthesize it. The reactants are: CC(C)(N)CO.Cc1nc(Cl)ccc1[N+](=O)[O-]. (8) Given the product CC(=O)Nc1nc2ccc(-c3cccc(S(=O)(=O)c4ccc(F)cc4)n3)cc2s1, predict the reactants needed to synthesize it. The reactants are: CC(=O)Nc1nc2ccc(B3OC(C)(C)C(C)(C)O3)cc2s1.O=S(=O)(c1ccc(F)cc1)c1cccc(Cl)n1. (9) Given the product CCC(=O)c1ccc(Br)cc1F, predict the reactants needed to synthesize it. The reactants are: CCC(O)c1ccc(Br)cc1F.